This data is from Catalyst prediction with 721,799 reactions and 888 catalyst types from USPTO. The task is: Predict which catalyst facilitates the given reaction. Reactant: [OH:1][C:2]1[CH:7]=[CH:6][C:5]([N+:8]([O-:10])=[O:9])=[CH:4][C:3]=1[NH:11][C:12](=[O:20])[CH2:13][N:14]1[CH2:19][CH2:18][O:17][CH2:16][CH2:15]1.[Si:21](Cl)([C:24]([CH3:27])([CH3:26])[CH3:25])([CH3:23])[CH3:22].C(N(CC)CC)C. Product: [Si:21]([O:1][C:2]1[CH:7]=[CH:6][C:5]([N+:8]([O-:10])=[O:9])=[CH:4][C:3]=1[NH:11][C:12](=[O:20])[CH2:13][N:14]1[CH2:19][CH2:18][O:17][CH2:16][CH2:15]1)([C:24]([CH3:27])([CH3:26])[CH3:25])([CH3:23])[CH3:22]. The catalyst class is: 343.